From a dataset of Reaction yield outcomes from USPTO patents with 853,638 reactions. Predict the reaction yield, written as a fraction of the theoretical maximum amount of product (1.0 means a 100% yield; for example, 0.34 means a 34% yield). (1) The reactants are [NH2:1][C:2]1[CH:8]=[CH:7][C:5]([OH:6])=[CH:4][C:3]=1[OH:9].C(O[C:13](S)=[S:14])C.[OH-].[K+].Cl. The catalyst is C(O)C.O. The product is [SH:14][C:13]1[O:9][C:3]2[CH:4]=[C:5]([OH:6])[CH:7]=[CH:8][C:2]=2[N:1]=1. The yield is 0.900. (2) The reactants are [CH:1]1([CH:4]([C:18]2[CH:23]=[CH:22][CH:21]=[CH:20][CH:19]=2)[NH:5][C:6]([C:8]2[CH:9]=[C:10]3[C:14](=[CH:15][CH:16]=2)[NH:13][N:12]=[C:11]3I)=[O:7])[CH2:3][CH2:2]1.B1([C:33]2[CH:38]=[CH:37][CH:36]=[C:35]([N:39]3[CH2:44][CH2:43][O:42][CH2:41][CH2:40]3)[CH:34]=2)OC(C)(C)C(C)(C)O1.C([O-])([O-])=O.[Na+].[Na+]. The catalyst is C1C=CC([P]([Pd]([P](C2C=CC=CC=2)(C2C=CC=CC=2)C2C=CC=CC=2)([P](C2C=CC=CC=2)(C2C=CC=CC=2)C2C=CC=CC=2)[P](C2C=CC=CC=2)(C2C=CC=CC=2)C2C=CC=CC=2)(C2C=CC=CC=2)C2C=CC=CC=2)=CC=1.C1(C)C=CC=CC=1.CCO. The product is [CH:1]1([CH:4]([C:18]2[CH:23]=[CH:22][CH:21]=[CH:20][CH:19]=2)[NH:5][C:6]([C:8]2[CH:9]=[C:10]3[C:14](=[CH:15][CH:16]=2)[NH:13][N:12]=[C:11]3[C:33]2[CH:38]=[CH:37][CH:36]=[C:35]([N:39]3[CH2:40][CH2:41][O:42][CH2:43][CH2:44]3)[CH:34]=2)=[O:7])[CH2:3][CH2:2]1. The yield is 0.360.